Dataset: Reaction yield outcomes from USPTO patents with 853,638 reactions. Task: Predict the reaction yield, written as a fraction of the theoretical maximum amount of product (1.0 means a 100% yield; for example, 0.34 means a 34% yield). (1) The reactants are [NH2:1][C@@H:2]([CH2:30][C:31]1[CH:36]=[C:35]([F:37])[CH:34]=[C:33]([F:38])[CH:32]=1)[C@@H:3]([C@H:5]1[CH2:9][C@H:8]([O:10]C2C=CC=CN=2)[CH2:7][N:6]1C(C1C=CC=CC=1)C1C=CC=CC=1)[OH:4].[C:39]([NH:42][C@:43]1([C@@H:92]([CH2:94][CH3:95])[CH3:93])[CH2:47][CH2:46][N:45]([C@@H:48]([CH2:83][CH2:84][C:85]2[CH:90]=[CH:89][CH:88]=[CH:87][CH:86]=2)[C:49](N[C@@H](CC2C=C(F)C=C(F)C=2)[C@@H]([C@H]2C[C@@H](O)CN2C(C2C=CC=CC=2)C2C=CC=CC=2)O)=[O:50])[C:44]1=[O:91])(=[O:41])[CH3:40].C(N[C@]1([C@@H](CC)C)CCN([C@@H](CCC2C=CC=CC=2)C(O)=O)C1=O)(=O)C.CN(C(ON1N=NC2C=CC=NC1=2)=[N+](C)C)C.F[P-](F)(F)(F)(F)F.C(N[C@]1([C@@H](CC)C)CCN([C@@H](CCC2C=CC=CC=2)C(N[C@@H](CC2C=C(F)C=C(F)C=2)[C@@H]([C@H]2CCCCN2C(C2C=CC=CC=2)C2C=CC=CC=2)O)=O)C1=O)(=O)C.CN1CCOCC1. The catalyst is CN(C=O)C. The product is [C:39]([NH:42][C@:43]1([C@@H:92]([CH2:94][CH3:95])[CH3:93])[CH2:47][CH2:46][N:45]([C@@H:48]([CH2:83][CH2:84][C:85]2[CH:86]=[CH:87][CH:88]=[CH:89][CH:90]=2)[C:49]([NH:1][C@@H:2]([CH2:30][C:31]2[CH:36]=[C:35]([F:37])[CH:34]=[C:33]([F:38])[CH:32]=2)[C@H:3]([OH:4])[C@H:5]2[CH2:9][C@@H:8]([OH:10])[CH2:7][NH:6]2)=[O:50])[C:44]1=[O:91])(=[O:41])[CH3:40]. The yield is 0.650. (2) The reactants are ClC(Cl)(O[C:5](=[O:11])[O:6][C:7](Cl)(Cl)Cl)Cl.C(N(CC)CC)C.[C:20]([O:24][C:25](=[O:46])[NH:26][C@@H:27]1[CH2:32][CH2:31][CH2:30][N:29]([C:33]2[C:38]([NH2:39])=[C:37]([NH:40][CH3:41])[N:36]=[C:35](C(OC)=O)[CH:34]=2)[CH2:28]1)([CH3:23])([CH3:22])[CH3:21].[C:47](=O)([O-])[O-:48].[Na+].[Na+]. The catalyst is O1CCCC1.ClCCl.O. The product is [C:20]([O:24][C:25]([NH:26][C@@H:27]1[CH2:32][CH2:31][CH2:30][N:29]([C:33]2[CH:34]=[C:35]([C:5]([O:6][CH3:7])=[O:11])[N:36]=[C:37]3[N:40]([CH3:41])[C:47](=[O:48])[NH:39][C:38]=23)[CH2:28]1)=[O:46])([CH3:21])([CH3:23])[CH3:22]. The yield is 0.723. (3) The reactants are [Cl:1][C:2]1[CH:3]=[C:4]2[C:8](=[CH:9][CH:10]=1)[NH:7][C:6]([C:11]([NH:13][NH2:14])=[O:12])=[CH:5]2.[NH:15]([CH2:22][CH2:23][C:24](O)=[O:25])[C:16]1[CH:21]=[CH:20][CH:19]=[CH:18][CH:17]=1.ON1C2C=CC=CC=2N=N1.C(Cl)CCl. The catalyst is CN(C=O)C.O. The product is [NH:15]([CH2:22][CH2:23][C:24]([NH:14][NH:13][C:11]([C:6]1[NH:7][C:8]2[C:4]([CH:5]=1)=[CH:3][C:2]([Cl:1])=[CH:10][CH:9]=2)=[O:12])=[O:25])[C:16]1[CH:21]=[CH:20][CH:19]=[CH:18][CH:17]=1. The yield is 0.660. (4) The reactants are Cl[C:2]1[N:7]2[N:8]=[C:9]([C:21]3[CH:26]=[CH:25][C:24]([O:27][CH3:28])=[CH:23][CH:22]=3)[C:10]([C:11]3[CH:16]=[CH:15][N:14]=[C:13]([NH:17][CH:18]4[CH2:20][CH2:19]4)[N:12]=3)=[C:6]2[CH:5]=[CH:4][CH:3]=1.[NH:29]1[CH2:34][CH2:33][O:32][CH2:31][CH2:30]1. No catalyst specified. The product is [CH:18]1([NH:17][C:13]2[N:12]=[C:11]([C:10]3[C:9]([C:21]4[CH:26]=[CH:25][C:24]([O:27][CH3:28])=[CH:23][CH:22]=4)=[N:8][N:7]4[C:2]([N:29]5[CH2:34][CH2:33][O:32][CH2:31][CH2:30]5)=[CH:3][CH:4]=[CH:5][C:6]=34)[CH:16]=[CH:15][N:14]=2)[CH2:20][CH2:19]1. The yield is 0.920. (5) The reactants are [C:1]1([C:22]2[CH:27]=[CH:26][CH:25]=[CH:24][CH:23]=2)[CH:6]=[CH:5][C:4]([S:7]([NH:10][C:11]2[CH:21]=[CH:20][C:14]3[CH2:15][CH2:16][NH:17][CH2:18][CH2:19][C:13]=3[CH:12]=2)(=[O:9])=[O:8])=[CH:3][CH:2]=1.C(N(CC)CC)C.ClCCl.[C:38]1([CH3:50])[CH:43]=[CH:42][C:41]([S:44]([N:47]=[C:48]=[O:49])(=[O:46])=[O:45])=[CH:40][CH:39]=1. The yield is 0.160. The catalyst is O1CCCC1. The product is [CH3:50][C:38]1[CH:43]=[CH:42][C:41]([S:44]([NH:47][C:48]([N:17]2[CH2:16][CH2:15][C:14]3[CH:20]=[CH:21][C:11]([NH:10][S:7]([C:4]4[CH:5]=[CH:6][C:1]([C:22]5[CH:23]=[CH:24][CH:25]=[CH:26][CH:27]=5)=[CH:2][CH:3]=4)(=[O:9])=[O:8])=[CH:12][C:13]=3[CH2:19][CH2:18]2)=[O:49])(=[O:46])=[O:45])=[CH:40][CH:39]=1.